From a dataset of Catalyst prediction with 721,799 reactions and 888 catalyst types from USPTO. Predict which catalyst facilitates the given reaction. (1) Reactant: [C:1]([O:13][C:14]([CH3:17])([CH3:16])[CH3:15])(=[O:12])[CH2:2][NH:3][CH2:4][C:5]([O:7][C:8]([CH3:11])([CH3:10])[CH3:9])=[O:6].[C:18]1(=[O:24])[O:23][C:21](=[O:22])[CH2:20][CH2:19]1.C(N(C(C)C)C(C)C)C. Product: [C:14]([O:13][C:1]([CH2:2][N:3]([CH2:4][C:5]([O:7][C:8]([CH3:10])([CH3:9])[CH3:11])=[O:6])[C:18]([CH2:19][CH2:20][C:21]([OH:23])=[O:22])=[O:24])=[O:12])([CH3:17])([CH3:16])[CH3:15]. The catalyst class is: 452. (2) Reactant: Cl[C:2]1[N:7]=[CH:6][C:5]2[CH:8]=[N:9][N:10]([C:11]3[N:16]=[C:15]([C:17]4([OH:31])[CH2:23][CH2:22][CH2:21][N:20]([C:24]([O:26][C:27]([CH3:30])([CH3:29])[CH3:28])=[O:25])[CH2:19][CH2:18]4)[CH:14]=[CH:13][CH:12]=3)[C:4]=2[CH:3]=1.CC1(C)C(C)(C)OB([C:40]2[CH:41]=[N:42][NH:43][CH:44]=2)O1.[C:46]([O-])([O-])=O.[Na+].[Na+]. Product: [OH:31][C:17]1([C:15]2[CH:14]=[CH:13][CH:12]=[C:11]([N:10]3[C:4]4[CH:3]=[C:2]([C:40]5[CH:41]=[N:42][N:43]([CH3:46])[CH:44]=5)[N:7]=[CH:6][C:5]=4[CH:8]=[N:9]3)[N:16]=2)[CH2:23][CH2:22][CH2:21][N:20]([C:24]([O:26][C:27]([CH3:29])([CH3:30])[CH3:28])=[O:25])[CH2:19][CH2:18]1. The catalyst class is: 75.